From a dataset of Forward reaction prediction with 1.9M reactions from USPTO patents (1976-2016). Predict the product of the given reaction. Given the reactants [NH2:1][C:2]1[CH:9]=[C:8]([O:10][CH3:11])[C:7]([O:12][CH3:13])=[CH:6][C:3]=1[C:4]#[N:5].[N:14]1[CH:19]=[CH:18][C:17]([C:20]2([CH2:25][C:26](O)=[O:27])[NH:24][CH:23]=[CH:22][S:21]2)=[CH:16][CH:15]=1, predict the reaction product. The product is: [C:4]([C:3]1[CH:6]=[C:7]([O:12][CH3:13])[C:8]([O:10][CH3:11])=[CH:9][C:2]=1[NH:1][C:26](=[O:27])[CH2:25][C:20]1([C:17]2[CH:18]=[CH:19][N:14]=[CH:15][CH:16]=2)[NH:24][CH:23]=[CH:22][S:21]1)#[N:5].